From a dataset of Full USPTO retrosynthesis dataset with 1.9M reactions from patents (1976-2016). Predict the reactants needed to synthesize the given product. Given the product [Cl:1][C:2]1[N:7]=[C:6]([NH:8][C:9](=[O:11])[CH3:10])[CH:5]=[C:4]([N:13]2[CH:17]=[CH:16][CH:15]=[N:14]2)[N:3]=1, predict the reactants needed to synthesize it. The reactants are: [Cl:1][C:2]1[N:7]=[C:6]([NH:8][C:9](=[O:11])[CH3:10])[CH:5]=[C:4](Cl)[N:3]=1.[NH:13]1[CH:17]=[CH:16][CH:15]=[N:14]1.C(=O)([O-])[O-].[Cs+].[Cs+].O.